From a dataset of Forward reaction prediction with 1.9M reactions from USPTO patents (1976-2016). Predict the product of the given reaction. Given the reactants [H-].[Al+3].[Li+].[H-].[H-].[H-].C[O:8][C:9]([CH:11]1[CH2:16][N:15]([CH2:17][C:18]2[CH:23]=[CH:22][CH:21]=[CH:20][CH:19]=2)[CH2:14][CH2:13][N:12]1[CH2:24][C:25]1[CH:30]=[CH:29][CH:28]=[CH:27][CH:26]=1)=O.[OH-].[Na+], predict the reaction product. The product is: [CH2:24]([N:12]1[CH2:13][CH2:14][N:15]([CH2:17][C:18]2[CH:23]=[CH:22][CH:21]=[CH:20][CH:19]=2)[CH2:16][CH:11]1[CH2:9][OH:8])[C:25]1[CH:26]=[CH:27][CH:28]=[CH:29][CH:30]=1.